Dataset: Rat liver microsome stability data. Task: Regression/Classification. Given a drug SMILES string, predict its absorption, distribution, metabolism, or excretion properties. Task type varies by dataset: regression for continuous measurements (e.g., permeability, clearance, half-life) or binary classification for categorical outcomes (e.g., BBB penetration, CYP inhibition). Dataset: rlm. (1) The compound is COc1ccc2[nH]cc(CCNC(=O)c3cnn(-c4ccc(C)cc4)c3C3CCN(C(=O)OC(C)(C)C)CC3)c2c1. The result is 1 (stable in rat liver microsomes). (2) The result is 1 (stable in rat liver microsomes). The compound is CC(c1ccc(-c2cnc3c(-c4ccc(S(N)(=O)=O)c5ccccc45)cnn3c2)cc1)N1CCCC1. (3) The compound is Cc1ccnc(NC(=S)N2CCN(c3cccc(C(F)(F)F)c3)C[C@@H]2C)c1. The result is 1 (stable in rat liver microsomes). (4) The compound is N#CC(C(=O)N1CCCCC1)=C(N)c1cc(O)c(O)c([N+](=O)[O-])c1. The result is 0 (unstable in rat liver microsomes). (5) The compound is COc1cc(NCCCCNC(=O)C2CCC3(CC2)OOC2(OO3)C3CC4CC(C3)CC2C4)c2ncccc2c1-c1ccc(F)cc1. The result is 1 (stable in rat liver microsomes).